Task: Predict the reaction yield, written as a fraction of the theoretical maximum amount of product (1.0 means a 100% yield; for example, 0.34 means a 34% yield).. Dataset: Reaction yield outcomes from USPTO patents with 853,638 reactions (1) The reactants are [Cl:1][C:2]1[CH:3]=[C:4]([CH:12]([CH2:17][CH:18]2[CH2:23][CH2:22][O:21][CH2:20][CH2:19]2)[C:13](=O)[CH:14]=[CH2:15])[CH:5]=[CH:6][C:7]=1[S:8]([CH3:11])(=[O:10])=[O:9].C(O)C.O1CCCC1.[OH:32][CH:33]([C:38]1[CH:39]=[CH:40][C:41]([CH:44]=O)=[N:42][CH:43]=1)[C:34]([OH:37])([CH3:36])[CH3:35].C([N:48](CC)CC)C. The catalyst is [Cl-].C([N+]1C(C)=C(CCO)SC=1)C1C=CC=CC=1. The product is [Cl:1][C:2]1[CH:3]=[C:4]([CH:12]([C:13]2[NH:48][C:44]([C:41]3[N:42]=[CH:43][C:38]([CH:33]([OH:32])[C:34]([CH3:36])([OH:37])[CH3:35])=[CH:39][CH:40]=3)=[CH:15][CH:14]=2)[CH2:17][CH:18]2[CH2:23][CH2:22][O:21][CH2:20][CH2:19]2)[CH:5]=[CH:6][C:7]=1[S:8]([CH3:11])(=[O:10])=[O:9]. The yield is 0.870. (2) The reactants are [NH2:1][C@H:2]([CH2:21][C:22]1[CH:27]=[CH:26][C:25]([Cl:28])=[CH:24][CH:23]=1)[C:3]([N:5]1[CH2:10][CH2:9][C:8]([CH2:17][N:18]=[N+]=[N-])([CH:11]2[CH2:16][CH2:15][CH2:14][CH2:13][CH2:12]2)[CH2:7][CH2:6]1)=[O:4].N1C=CC=CC=1. The catalyst is CO.[Pd]. The product is [NH2:1][C@H:2]([CH2:21][C:22]1[CH:27]=[CH:26][C:25]([Cl:28])=[CH:24][CH:23]=1)[C:3]([N:5]1[CH2:10][CH2:9][C:8]([CH2:17][NH2:18])([CH:11]2[CH2:12][CH2:13][CH2:14][CH2:15][CH2:16]2)[CH2:7][CH2:6]1)=[O:4]. The yield is 0.960. (3) The reactants are Cl.[Br:2][C:3]1[CH:13]=[CH:12][C:6]([C:7](=[NH:11])OCC)=[CH:5][CH:4]=1.[CH:14]([NH:16][NH2:17])=O.C(N(CC)CC)C. No catalyst specified. The product is [Br:2][C:3]1[CH:4]=[CH:5][C:6]([C:7]2[NH:11][CH:14]=[N:16][N:17]=2)=[CH:12][CH:13]=1. The yield is 0.480. (4) The reactants are [Cl:1][C:2]1[CH:3]=[CH:4][C:5]([NH2:23])=[C:6]2[C:10]=1[N:9]=[C:8]1[N:11]([C:15]3[CH:20]=[CH:19][C:18]([Cl:21])=[CH:17][C:16]=3[Cl:22])[CH2:12][CH2:13][CH2:14][N:7]21.[CH:24](=O)[CH3:25].[C:27](O[BH-](OC(=O)C)OC(=O)C)(=O)[CH3:28].[Na+]. The catalyst is CO.C(O)(=O)C. The product is [Cl:1][C:2]1[CH:3]=[CH:4][C:5]([N:23]([CH2:24][CH3:25])[CH2:27][CH3:28])=[C:6]2[C:10]=1[N:9]=[C:8]1[N:11]([C:15]3[CH:20]=[CH:19][C:18]([Cl:21])=[CH:17][C:16]=3[Cl:22])[CH2:12][CH2:13][CH2:14][N:7]21. The yield is 0.980. (5) The reactants are [Br:1][C:2]1[CH:3]=[CH:4][C:5]2[NH:6][C:7]3[C:12]([C:13]=2[CH:14]=1)=[CH:11][CH:10]=[CH:9][CH:8]=3.C(=O)([O-])[O-].[K+].[K+].[CH2:21](Cl)[C:22]1[CH:27]=[CH:26][CH:25]=[CH:24][CH:23]=1.O. The catalyst is O1CCCC1. The product is [CH2:21]([N:6]1[C:5]2[CH:4]=[CH:3][C:2]([Br:1])=[CH:14][C:13]=2[C:12]2[C:7]1=[CH:8][CH:9]=[CH:10][CH:11]=2)[C:22]1[CH:27]=[CH:26][CH:25]=[CH:24][CH:23]=1. The yield is 0.890.